Task: Predict the product of the given reaction.. Dataset: Forward reaction prediction with 1.9M reactions from USPTO patents (1976-2016) (1) Given the reactants [CH2:1]([O:3][C:4]1[CH:9]=[CH:8][C:7]([N:10]2[C:14]3[CH:15]=[CH:16][C:17]([CH:19]=O)=[CH:18][C:13]=3[N:12]=[CH:11]2)=[CH:6][CH:5]=1)[CH3:2].[CH2:21]([C:23]1[CH:29]=[CH:28][C:26]([NH2:27])=[CH:25][CH:24]=1)[CH3:22].[BH4-].[Na+].C(=O)(O)[O-].[Na+], predict the reaction product. The product is: [CH2:1]([O:3][C:4]1[CH:9]=[CH:8][C:7]([N:10]2[C:14]3[CH:15]=[CH:16][C:17]([CH2:19][NH:27][C:26]4[CH:28]=[CH:29][C:23]([CH2:21][CH3:22])=[CH:24][CH:25]=4)=[CH:18][C:13]=3[N:12]=[CH:11]2)=[CH:6][CH:5]=1)[CH3:2]. (2) Given the reactants [NH2:1][C:2]1[C:3]([OH:11])=[C:4]([CH:8]=[CH:9][CH:10]=1)[C:5]([OH:7])=[O:6].[CH:12](OC)(OC)OC, predict the reaction product. The product is: [O:11]1[C:3]2[C:4]([C:5]([OH:7])=[O:6])=[CH:8][CH:9]=[CH:10][C:2]=2[N:1]=[CH:12]1. (3) Given the reactants [Cl:1][C:2]1[CH:3]=[C:4]([C:12]2[O:16][N:15]=[C:14]([C:17]3[CH:18]=[C:19]4[C:23](=[CH:24][CH:25]=3)[NH:22][N:21]=[CH:20]4)[N:13]=2)[CH:5]=[CH:6][C:7]=1[O:8][CH:9]([CH3:11])[CH3:10].C([O-])([O-])=O.[Cs+].[Cs+].Br[CH2:33][CH2:34][C:35]([O:37][CH2:38][CH3:39])=[O:36], predict the reaction product. The product is: [Cl:1][C:2]1[CH:3]=[C:4]([C:12]2[O:16][N:15]=[C:14]([C:17]3[CH:18]=[C:19]4[C:23](=[CH:24][CH:25]=3)[N:22]([CH2:33][CH2:34][C:35]([O:37][CH2:38][CH3:39])=[O:36])[N:21]=[CH:20]4)[N:13]=2)[CH:5]=[CH:6][C:7]=1[O:8][CH:9]([CH3:11])[CH3:10]. (4) Given the reactants [C:1]([C:4]1[CH:9]=[CH:8][C:7]([B:10]([OH:12])[OH:11])=[CH:6][CH:5]=1)([OH:3])=O.[NH2:13][C:14]1[CH:19]=[CH:18][CH:17]=[CH:16][CH:15]=1.C(N(CC)CC)C, predict the reaction product. The product is: [NH:13]([C:1]([C:4]1[CH:9]=[CH:8][C:7]([B:10]([OH:12])[OH:11])=[CH:6][CH:5]=1)=[O:3])[C:14]1[CH:19]=[CH:18][CH:17]=[CH:16][CH:15]=1. (5) Given the reactants [Br:1][C:2]1[CH:3]=[C:4]2[C:10]([C:11]3[NH:15][C:14]4[CH:16]=[C:17]([O:20][CH3:21])[CH:18]=[CH:19][C:13]=4[N:12]=3)=[N:9][NH:8][C:5]2=[N:6][CH:7]=1.[H-].[Na+].[CH3:24][Si:25]([CH2:28][CH2:29][O:30][CH2:31]Cl)([CH3:27])[CH3:26], predict the reaction product. The product is: [Br:1][C:2]1[CH:3]=[C:4]2[C:10]([C:11]3[N:15]([CH2:31][O:30][CH2:29][CH2:28][Si:25]([CH3:27])([CH3:26])[CH3:24])[C:14]4[CH:16]=[C:17]([O:20][CH3:21])[CH:18]=[CH:19][C:13]=4[N:12]=3)=[N:9][N:8]([CH2:31][O:30][CH2:29][CH2:28][Si:25]([CH3:27])([CH3:26])[CH3:24])[C:5]2=[N:6][CH:7]=1. (6) The product is: [OH:1][C@@:3]1([CH2:2][O:26][CH3:25])[CH2:8][CH2:7][CH2:6][CH2:5][C@H:4]1[N:9]1[C:13]([C:14]2[CH:15]=[CH:16][CH:17]=[CH:18][CH:19]=2)=[C:12]([C:20]([OH:22])=[O:21])[N:11]=[CH:10]1. Given the reactants [O:1]1[C@:3]2([CH2:8][CH2:7][CH2:6][CH2:5][C@H:4]2[N:9]2[C:13]([C:14]3[CH:19]=[CH:18][CH:17]=[CH:16][CH:15]=3)=[C:12]([C:20]([O:22]CC)=[O:21])[N:11]=[CH:10]2)[CH2:2]1.[CH3:25][O-:26].[Na+].O.Cl, predict the reaction product. (7) Given the reactants N(C(OCC)=O)=NC(OCC)=O.[CH3:13][O:14][C:15]1[CH:20]=[CH:19][C:18]([N+:21]([O-:23])=[O:22])=[CH:17][C:16]=1[OH:24].C1(P(C2C=CC=CC=2)C2C=CC=CC=2)C=CC=CC=1.[CH3:44][N:45]([CH3:49])[CH2:46][CH2:47]O, predict the reaction product. The product is: [CH3:13][O:14][C:15]1[CH:20]=[CH:19][C:18]([N+:21]([O-:23])=[O:22])=[CH:17][C:16]=1[O:24][CH2:47][CH2:46][N:45]([CH3:49])[CH3:44].